This data is from Forward reaction prediction with 1.9M reactions from USPTO patents (1976-2016). The task is: Predict the product of the given reaction. Given the reactants [CH2:1]([O:3][C:4](=[O:15])[CH2:5][O:6][C:7]1[CH:12]=[CH:11][C:10]([SH:13])=[CH:9][C:8]=1C)[CH3:2].Br[CH:17]([CH2:21][CH2:22][CH3:23])[CH2:18][CH2:19][OH:20].C([O-])([O-])=O.[Cs+].[Cs+], predict the reaction product. The product is: [CH2:1]([O:3][C:4](=[O:15])[CH2:5][O:6][C:7]1[CH:8]=[CH:9][C:10]([S:13][CH:17]([CH2:18][CH2:19][OH:20])[CH2:21][CH2:22][CH3:23])=[CH:11][CH:12]=1)[CH3:2].